Dataset: NCI-60 drug combinations with 297,098 pairs across 59 cell lines. Task: Regression. Given two drug SMILES strings and cell line genomic features, predict the synergy score measuring deviation from expected non-interaction effect. (1) Drug 1: C1=NC2=C(N=C(N=C2N1C3C(C(C(O3)CO)O)F)Cl)N. Drug 2: CS(=O)(=O)CCNCC1=CC=C(O1)C2=CC3=C(C=C2)N=CN=C3NC4=CC(=C(C=C4)OCC5=CC(=CC=C5)F)Cl. Cell line: 786-0. Synergy scores: CSS=17.4, Synergy_ZIP=-4.95, Synergy_Bliss=-5.34, Synergy_Loewe=-2.10, Synergy_HSA=-1.05. (2) Drug 1: C1=NC2=C(N1)C(=S)N=CN2. Drug 2: C1CCC(C(C1)N)N.C(=O)(C(=O)[O-])[O-].[Pt+4]. Cell line: MOLT-4. Synergy scores: CSS=78.3, Synergy_ZIP=0.423, Synergy_Bliss=0.0431, Synergy_Loewe=-0.663, Synergy_HSA=1.99. (3) Drug 1: C1CCN(CC1)CCOC2=CC=C(C=C2)C(=O)C3=C(SC4=C3C=CC(=C4)O)C5=CC=C(C=C5)O. Drug 2: CCC1=CC2CC(C3=C(CN(C2)C1)C4=CC=CC=C4N3)(C5=C(C=C6C(=C5)C78CCN9C7C(C=CC9)(C(C(C8N6C)(C(=O)OC)O)OC(=O)C)CC)OC)C(=O)OC.C(C(C(=O)O)O)(C(=O)O)O. Cell line: LOX IMVI. Synergy scores: CSS=58.4, Synergy_ZIP=12.1, Synergy_Bliss=11.3, Synergy_Loewe=0.867, Synergy_HSA=14.1.